This data is from Full USPTO retrosynthesis dataset with 1.9M reactions from patents (1976-2016). The task is: Predict the reactants needed to synthesize the given product. The reactants are: [Br:1][C:2]1[CH:7]=[CH:6][C:5]([N:8]2[CH2:13][CH2:12][NH:11][CH2:10][CH2:9]2)=[CH:4][CH:3]=1.C(N(CC)CC)C.[CH3:21][S:22](Cl)(=[O:24])=[O:23].O. Given the product [Br:1][C:2]1[CH:3]=[CH:4][C:5]([N:8]2[CH2:13][CH2:12][N:11]([S:22]([CH3:21])(=[O:24])=[O:23])[CH2:10][CH2:9]2)=[CH:6][CH:7]=1, predict the reactants needed to synthesize it.